Task: Predict which catalyst facilitates the given reaction.. Dataset: Catalyst prediction with 721,799 reactions and 888 catalyst types from USPTO Reactant: [NH2:1][C:2]1[CH:7]=[C:6]([CH:8]2[O:13][CH2:12][CH2:11][CH2:10][O:9]2)[CH:5]=[CH:4][C:3]=1[OH:14].Cl[C:16](Cl)([O:18]C(=O)OC(Cl)(Cl)Cl)Cl. Product: [O:13]1[CH2:12][CH2:11][CH2:10][O:9][CH:8]1[C:6]1[CH:5]=[CH:4][C:3]2[O:14][C:16](=[O:18])[NH:1][C:2]=2[CH:7]=1. The catalyst class is: 236.